From a dataset of Reaction yield outcomes from USPTO patents with 853,638 reactions. Predict the reaction yield, written as a fraction of the theoretical maximum amount of product (1.0 means a 100% yield; for example, 0.34 means a 34% yield). (1) The reactants are [O:1]=[C:2]([CH3:40])[S:3][CH2:4][CH2:5][CH2:6][CH2:7][CH2:8][CH2:9][CH2:10][CH2:11][CH2:12][CH2:13][CH2:14][O:15][CH2:16][CH2:17][O:18][CH2:19][CH2:20][O:21][CH2:22][CH2:23][O:24][C:25]1[CH:39]=[CH:38][C:28]([O:29][CH2:30][C:31]([O:33]C(C)(C)C)=[O:32])=[CH:27][CH:26]=1. The catalyst is ClCCl.FC(F)(F)C(O)=O. The product is [O:1]=[C:2]([CH3:40])[S:3][CH2:4][CH2:5][CH2:6][CH2:7][CH2:8][CH2:9][CH2:10][CH2:11][CH2:12][CH2:13][CH2:14][O:15][CH2:16][CH2:17][O:18][CH2:19][CH2:20][O:21][CH2:22][CH2:23][O:24][C:25]1[CH:39]=[CH:38][C:28]([O:29][CH2:30][C:31]([OH:33])=[O:32])=[CH:27][CH:26]=1. The yield is 0.880. (2) The reactants are [Cl:1][C:2]1[CH:7]=[CH:6][CH:5]=[CH:4][C:3]=1[CH2:8][C:9]([OH:11])=[O:10].[N+:12]([O-])([OH:14])=[O:13]. The catalyst is S(=O)(=O)(O)O. The product is [OH2:10].[Cl:1][C:2]1[CH:7]=[CH:6][C:5]([N+:12]([O-:14])=[O:13])=[CH:4][C:3]=1[CH2:8][C:9]([OH:11])=[O:10]. The yield is 0.980. (3) The reactants are [NH2:1][C:2]1[S:10][C:5]2[CH2:6][O:7][CH2:8][CH2:9][C:4]=2[C:3]=1[C:11]([O:13][C:14]([CH3:17])([CH3:16])[CH3:15])=[O:12].[CH2:18]1[CH2:22][O:21][CH2:20][CH2:19]1. No catalyst specified. The product is [C:20]([NH:1][C:2](=[S:10])[NH:1][C:2]1[S:10][C:5]2[CH2:6][O:7][CH2:8][CH2:9][C:4]=2[C:3]=1[C:11]([O:13][C:14]([CH3:17])([CH3:16])[CH3:15])=[O:12])(=[O:21])[C:19]1[CH:18]=[CH:22][CH:11]=[CH:3][CH:4]=1. The yield is 0.800. (4) The reactants are [CH:1]1([NH:4][C:5]([NH:7][C:8]2[CH:13]=[CH:12][C:11]([C:14]3[N:15]=[C:16]([N:23]4[CH2:28][CH2:27][O:26][CH2:25][C@@H:24]4[CH3:29])[C:17]4[CH2:22][NH:21][CH2:20][C:18]=4[N:19]=3)=[CH:10][CH:9]=2)=[O:6])[CH2:3][CH2:2]1.C(N(CC)CC)C.Br[CH2:38][CH:39]1[CH2:44][CH2:43][N:42]([C:45]([O:47][C:48]([CH3:51])([CH3:50])[CH3:49])=[O:46])[CH2:41][CH2:40]1. The catalyst is CN(C=O)C. The product is [CH:1]1([NH:4][C:5](=[O:6])[NH:7][C:8]2[CH:9]=[CH:10][C:11]([C:14]3[N:15]=[C:16]([N:23]4[CH2:28][CH2:27][O:26][CH2:25][C@@H:24]4[CH3:29])[C:17]4[CH2:22][N:21]([CH2:38][CH:39]5[CH2:44][CH2:43][N:42]([C:45]([O:47][C:48]([CH3:49])([CH3:51])[CH3:50])=[O:46])[CH2:41][CH2:40]5)[CH2:20][C:18]=4[N:19]=3)=[CH:12][CH:13]=2)[CH2:2][CH2:3]1. The yield is 0.130. (5) The reactants are Br[C:2]1[C:11]2[C:6](=[C:7]([F:14])[CH:8]=[C:9]([O:12][CH3:13])[CH:10]=2)[N:5]=[CH:4][C:3]=1[F:15].C(=O)([O-])[O-].[K+].[K+].[CH:22](B)=[CH2:23]. The catalyst is COCCOC.O.C1C=CC([P]([Pd]([P](C2C=CC=CC=2)(C2C=CC=CC=2)C2C=CC=CC=2)([P](C2C=CC=CC=2)(C2C=CC=CC=2)C2C=CC=CC=2)[P](C2C=CC=CC=2)(C2C=CC=CC=2)C2C=CC=CC=2)(C2C=CC=CC=2)C2C=CC=CC=2)=CC=1. The product is [CH:22]([C:2]1[C:11]2[C:6](=[C:7]([F:14])[CH:8]=[C:9]([O:12][CH3:13])[CH:10]=2)[N:5]=[CH:4][C:3]=1[F:15])=[CH2:23]. The yield is 0.900.